From a dataset of Full USPTO retrosynthesis dataset with 1.9M reactions from patents (1976-2016). Predict the reactants needed to synthesize the given product. Given the product [F:15][C:16]1[CH:22]=[C:21]([O:23][C:24]2[C:29]3=[N:30][CH:31]=[C:32]([N:34]4[CH2:35][CH2:36][N:37]([CH3:40])[CH2:38][CH2:39]4)[N:33]=[C:28]3[N:27]=[CH:26][CH:25]=2)[CH:20]=[CH:19][C:17]=1[NH:18][C:13]([NH:12][C:3]1[CH:4]=[C:5]([C:8]([F:11])([F:10])[F:9])[CH:6]=[CH:7][C:2]=1[F:1])=[O:14], predict the reactants needed to synthesize it. The reactants are: [F:1][C:2]1[CH:7]=[CH:6][C:5]([C:8]([F:11])([F:10])[F:9])=[CH:4][C:3]=1[N:12]=[C:13]=[O:14].[F:15][C:16]1[CH:22]=[C:21]([O:23][C:24]2[C:29]3=[N:30][CH:31]=[C:32]([N:34]4[CH2:39][CH2:38][N:37]([CH3:40])[CH2:36][CH2:35]4)[N:33]=[C:28]3[N:27]=[CH:26][CH:25]=2)[CH:20]=[CH:19][C:17]=1[NH2:18].